Dataset: Reaction yield outcomes from USPTO patents with 853,638 reactions. Task: Predict the reaction yield, written as a fraction of the theoretical maximum amount of product (1.0 means a 100% yield; for example, 0.34 means a 34% yield). The reactants are [CH2:1]([O:8][C:9]1[CH:16]=[CH:15][C:12]([CH:13]=O)=[CH:11][CH:10]=1)[C:2]1[CH:7]=[CH:6][CH:5]=[CH:4][CH:3]=1.[CH3:17][C:18]1[CH:23]=[CH:22][N:21]=[C:20]([NH2:24])[C:19]=1[N+:25]([O-])=O.S(S([O-])=O)([O-])=O.[Na+].[Na+].[NH4+].[OH-]. The catalyst is CCO. The product is [CH2:1]([O:8][C:9]1[CH:16]=[CH:15][C:12]([C:13]2[NH:24][C:20]3=[N:21][CH:22]=[CH:23][C:18]([CH3:17])=[C:19]3[N:25]=2)=[CH:11][CH:10]=1)[C:2]1[CH:7]=[CH:6][CH:5]=[CH:4][CH:3]=1. The yield is 0.140.